The task is: Regression/Classification. Given a drug SMILES string, predict its absorption, distribution, metabolism, or excretion properties. Task type varies by dataset: regression for continuous measurements (e.g., permeability, clearance, half-life) or binary classification for categorical outcomes (e.g., BBB penetration, CYP inhibition). Dataset: cyp1a2_veith.. This data is from CYP1A2 inhibition data for predicting drug metabolism from PubChem BioAssay. (1) The drug is Cc1ccc(-n2c(O)cnc2Nc2nc(C)cc(C)n2)cc1. The result is 1 (inhibitor). (2) The drug is Cc1nc2cnc(N(C)C)nc2n(-c2ccccc2)c1=O. The result is 1 (inhibitor). (3) The molecule is CCOC(=O)c1c(NC(=O)C(c2ccccc2)c2ccccc2)sc2c1C1CCN2CC1.Cl. The result is 0 (non-inhibitor). (4) The compound is CCCCC(=O)Nc1cc(C(=O)NCCc2ccccc2)ccc1Cl. The result is 1 (inhibitor). (5) The compound is CC(=O)NCCNc1ncnc2ccc(-c3ccc4c(c3)OCO4)cc12. The result is 1 (inhibitor).